From a dataset of Forward reaction prediction with 1.9M reactions from USPTO patents (1976-2016). Predict the product of the given reaction. (1) Given the reactants [CH3:1][O:2][C:3]1[CH:8]=[C:7]([NH:9][C:10]2[N:15]=[CH:14][C:13]3=[CH:16][CH:17]=[C:18]([C:19]4[CH:20]=[N:21][C:22]([O:25][CH3:26])=[CH:23][CH:24]=4)[N:12]3[N:11]=2)[CH:6]=[CH:5][C:4]=1[CH:27]1[CH2:32][CH2:31][N:30]([CH2:33][C:34]([NH2:36])=[O:35])[CH2:29][CH2:28]1.COC1N=CC(C2N3C(C=NC(OS([C:58]([F:61])([F:60])[F:59])(=O)=O)=N3)=CC=2)=CC=1.NC1C=CC(C2CCN(CC(N)=O)CC2)=C([O:79][CH3:80])C=1, predict the reaction product. The product is: [CH3:1][O:2][C:3]1[CH:8]=[C:7]([NH:9][C:10]2[N:15]=[CH:14][C:13]3=[CH:16][CH:17]=[C:18]([C:19]4[CH:20]=[N:21][C:22]([O:25][CH3:26])=[CH:23][CH:24]=4)[N:12]3[N:11]=2)[CH:6]=[CH:5][C:4]=1[CH:27]1[CH2:32][CH2:31][N:30]([CH2:33][C:34]([NH2:36])=[O:35])[CH2:29][CH2:28]1.[C:80]([OH:79])([C:58]([F:59])([F:60])[F:61])=[O:2]. (2) Given the reactants [C:1](ON1C(=O)CCC1=O)([O:3][CH2:4][CH:5]1[C:17]2[C:12](=[CH:13][CH:14]=[CH:15][CH:16]=2)[C:11]2[C:6]1=[CH:7][CH:8]=[CH:9][CH:10]=2)=[O:2].[NH2:26][NH2:27], predict the reaction product. The product is: [C:1]([NH:26][NH2:27])([O:3][CH2:4][CH:5]1[C:6]2[C:11](=[CH:10][CH:9]=[CH:8][CH:7]=2)[C:12]2[C:17]1=[CH:16][CH:15]=[CH:14][CH:13]=2)=[O:2]. (3) Given the reactants [F:1][C:2]1[C:3]([O:20][CH3:21])=[C:4]([CH:8]([CH3:19])[CH:9](C)[C:10]([OH:17])([C:13]([F:16])([F:15])[F:14])[CH:11]=O)[CH:5]=[CH:6][CH:7]=1.[NH2:22][C:23]1[CH:31]=[CH:30][CH:29]=[C:28]2[C:24]=1[CH:25]=[N:26][N:27]2[C:32]1[CH:37]=[CH:36][CH:35]=[C:34]([F:38])[CH:33]=1.[C:39](O)(=O)C, predict the reaction product. The product is: [F:1][C:2]1[C:3]([O:20][CH3:21])=[C:4]([CH:8]([CH2:19][CH3:39])[CH2:9][C:10]([C:13]([F:14])([F:15])[F:16])([OH:17])[CH:11]=[N:22][C:23]2[CH:31]=[CH:30][CH:29]=[C:28]3[C:24]=2[CH:25]=[N:26][N:27]3[C:32]2[CH:37]=[CH:36][CH:35]=[C:34]([F:38])[CH:33]=2)[CH:5]=[CH:6][CH:7]=1. (4) Given the reactants C(OC([N:8]1[CH2:12][CH2:11][CH2:10][C@@H:9]1[CH2:13][O:14][C:15]1[CH:20]=[CH:19][C:18]([CH2:21][C:22]2[CH:27]=[CH:26][C:25]([Br:28])=[CH:24][CH:23]=2)=[CH:17][CH:16]=1)=O)(C)(C)C.[ClH:29].CCOCC, predict the reaction product. The product is: [ClH:29].[Br:28][C:25]1[CH:26]=[CH:27][C:22]([CH2:21][C:18]2[CH:19]=[CH:20][C:15]([O:14][CH2:13][C@H:9]3[CH2:10][CH2:11][CH2:12][NH:8]3)=[CH:16][CH:17]=2)=[CH:23][CH:24]=1. (5) Given the reactants [S:1]1[CH:5]=[CH:4][N:3]=[C:2]1[C:6]1[CH:13]=[CH:12][C:9]([CH:10]=[O:11])=[CH:8][CH:7]=1.C1(P(C2CCCCC2)C2CCCCC2)CCCCC1.C(O)(=O)C(C)(C)C.C(=O)([O-])[O-].[K+].[K+].Br[C:47]1[CH:52]=[CH:51][C:50]([O:53][CH2:54][CH2:55][CH2:56][CH2:57][CH2:58][CH2:59][CH3:60])=[CH:49][CH:48]=1, predict the reaction product. The product is: [CH2:54]([O:53][C:50]1[CH:49]=[CH:48][C:47]([C:5]2[S:1][C:2]([C:6]3[CH:7]=[CH:8][C:9]([CH:10]=[O:11])=[CH:12][CH:13]=3)=[N:3][CH:4]=2)=[CH:52][CH:51]=1)[CH2:55][CH2:56][CH2:57][CH2:58][CH2:59][CH3:60]. (6) Given the reactants [OH:1][C:2]1[CH:3]=[C:4]2[C:8](=[CH:9][CH:10]=1)[N:7]([C:11]1[CH:16]=[CH:15][C:14]([NH2:17])=[CH:13][CH:12]=1)[N:6]=[CH:5]2.[OH:18][CH:19]1[CH2:24][CH2:23][N:22]([C:25]2[CH:33]=[CH:32][C:28]([C:29](O)=[O:30])=[CH:27][CH:26]=2)[CH2:21][CH2:20]1, predict the reaction product. The product is: [OH:1][C:2]1[CH:3]=[C:4]2[C:8](=[CH:9][CH:10]=1)[N:7]([C:11]1[CH:16]=[CH:15][C:14]([NH:17][C:29](=[O:30])[C:28]3[CH:27]=[CH:26][C:25]([N:22]4[CH2:23][CH2:24][CH:19]([OH:18])[CH2:20][CH2:21]4)=[CH:33][CH:32]=3)=[CH:13][CH:12]=1)[N:6]=[CH:5]2.